Predict the reactants needed to synthesize the given product. From a dataset of Full USPTO retrosynthesis dataset with 1.9M reactions from patents (1976-2016). Given the product [CH2:5]([O:4][C:2](=[O:3])[NH:11][C:10]1[CH:12]=[CH:13][CH:14]=[CH:15][C:9]=1[C:7]#[N:8])[CH3:6], predict the reactants needed to synthesize it. The reactants are: Cl[C:2]([O:4][CH2:5][CH3:6])=[O:3].[C:7]([C:9]1[CH:15]=[CH:14][CH:13]=[CH:12][C:10]=1[NH2:11])#[N:8].O.